This data is from Full USPTO retrosynthesis dataset with 1.9M reactions from patents (1976-2016). The task is: Predict the reactants needed to synthesize the given product. (1) Given the product [NH2:35][C:28]1[N:27]=[C:26]2[C:31]([N:32]=[CH:33][N:25]2[C@H:11]2[C@:10]([CH3:36])([OH:9])[C@@H:14]([F:15])[C@@H:13]([CH2:16][O:17][CH2:18][C:19]3[CH:24]=[CH:23][CH:22]=[CH:21][CH:20]=3)[O:12]2)=[C:30]([O:38][CH3:37])[N:29]=1, predict the reactants needed to synthesize it. The reactants are: C([O:9][C@:10]1([CH3:36])[C@@H:14]([F:15])[C@@H:13]([CH2:16][O:17][CH2:18][C:19]2[CH:24]=[CH:23][CH:22]=[CH:21][CH:20]=2)[O:12][C@H:11]1[N:25]1[CH:33]=[N:32][C:31]2[C:26]1=[N:27][C:28]([NH2:35])=[N:29][C:30]=2Cl)(=O)C1C=CC=CC=1.[CH3:37][O-:38].[Na+]. (2) Given the product [N:8]1[C:17]2[C:12](=[CH:13][CH:14]=[CH:15][C:16]=2[C:18]([O:20][CH3:1])=[O:19])[CH:11]=[CH:10][CH:9]=1, predict the reactants needed to synthesize it. The reactants are: [CH3:1][Si](C=[N+]=[N-])(C)C.[N:8]1[C:17]2[C:12](=[CH:13][CH:14]=[CH:15][C:16]=2[C:18]([OH:20])=[O:19])[CH:11]=[CH:10][CH:9]=1.C(O)(=O)C.C([O-])([O-])=O.[Na+].[Na+]. (3) Given the product [NH:3]1[C:4]2[CH:9]=[C:8]([CH2:10][OH:11])[CH:7]=[CH:6][C:5]=2[N:1]=[CH:2]1, predict the reactants needed to synthesize it. The reactants are: [NH:1]1[C:5]2[CH:6]=[CH:7][C:8]([C:10](O)=[O:11])=[CH:9][C:4]=2[N:3]=[CH:2]1.[H-].[Al+3].[Li+].[H-].[H-].[H-]. (4) Given the product [CH3:1][C:2]1[NH:21][C:5]2=[N:6][CH:7]=[CH:8][C:9]([C:10]3[CH:11]=[CH:12][C:13]([NH:16][S:17]([CH3:20])(=[O:18])=[O:19])=[CH:14][CH:15]=3)=[C:4]2[CH:3]=1, predict the reactants needed to synthesize it. The reactants are: [CH3:1][C:2]1[N:21](S(C2C=CC=CC=2)(=O)=O)[C:5]2=[N:6][CH:7]=[CH:8][C:9]([C:10]3[CH:15]=[CH:14][C:13]([NH:16][S:17]([CH3:20])(=[O:19])=[O:18])=[CH:12][CH:11]=3)=[C:4]2[CH:3]=1.[OH-].[Na+]. (5) Given the product [CH3:24][N:25]([CH3:30])[S:26]([N:13]1[CH2:12][CH2:11][CH:10]([N:9]([C@H:16]2[CH2:21][CH2:20][C@H:19]([CH3:22])[CH2:18][CH2:17]2)[C:8]([NH:7][C:5]2[S:6][C:2]([Cl:1])=[CH:3][N:4]=2)=[O:23])[CH2:15][CH2:14]1)(=[O:28])=[O:27], predict the reactants needed to synthesize it. The reactants are: [Cl:1][C:2]1[S:6][C:5]([NH:7][C:8](=[O:23])[N:9]([C@H:16]2[CH2:21][CH2:20][C@H:19]([CH3:22])[CH2:18][CH2:17]2)[CH:10]2[CH2:15][CH2:14][NH:13][CH2:12][CH2:11]2)=[N:4][CH:3]=1.[CH3:24][N:25]([CH3:30])[S:26](Cl)(=[O:28])=[O:27]. (6) The reactants are: [CH:1]([N:4]1[CH:8]=[C:7]([C:9]2[CH:10]=[C:11]([CH:13]=[CH:14][CH:15]=2)[NH2:12])[C:6]([C:16]2[CH:21]=[CH:20][N:19]=[CH:18][CH:17]=2)=[N:5]1)([CH3:3])[CH3:2].[N:22]([C:25]1[CH:30]=[CH:29][C:28]([C:31]([F:34])([F:33])[F:32])=[CH:27][CH:26]=1)=[C:23]=[O:24]. Given the product [CH:1]([N:4]1[CH:8]=[C:7]([C:9]2[CH:10]=[C:11]([NH:12][C:23]([NH:22][C:25]3[CH:26]=[CH:27][C:28]([C:31]([F:32])([F:33])[F:34])=[CH:29][CH:30]=3)=[O:24])[CH:13]=[CH:14][CH:15]=2)[C:6]([C:16]2[CH:17]=[CH:18][N:19]=[CH:20][CH:21]=2)=[N:5]1)([CH3:3])[CH3:2], predict the reactants needed to synthesize it.